Dataset: Catalyst prediction with 721,799 reactions and 888 catalyst types from USPTO. Task: Predict which catalyst facilitates the given reaction. (1) Reactant: [OH:1][C:2]1[CH:25]=[CH:24][C:5]([CH2:6][NH:7][C:8](=[O:23])[CH2:9][CH2:10][C:11]2[CH:16]=[CH:15][C:14]([O:17][CH2:18][C:19]#[CH:20])=[C:13]([O:21][CH3:22])[CH:12]=2)=[CH:4][CH:3]=1.[CH2:26](Br)[C:27]#[CH:28].C(=O)([O-])[O-].[K+].[K+].C(#N)C. Product: [CH2:28]([O:1][C:2]1[CH:3]=[CH:4][C:5]([CH2:6][NH:7][C:8](=[O:23])[CH2:9][CH2:10][C:11]2[CH:16]=[CH:15][C:14]([O:17][CH2:18][C:19]#[CH:20])=[C:13]([O:21][CH3:22])[CH:12]=2)=[CH:24][CH:25]=1)[C:27]#[CH:26]. The catalyst class is: 6. (2) Reactant: [S:1]1[CH:5]=[CH:4][N:3]=[CH:2]1.[Li]CCCC.[O:11]=[C:12]1[CH2:18][CH2:17][CH2:16][N:15]([C:19]([O:21][C:22]([CH3:25])([CH3:24])[CH3:23])=[O:20])[CH2:14][CH2:13]1. Product: [OH:11][C:12]1([C:2]2[S:1][CH:5]=[CH:4][N:3]=2)[CH2:18][CH2:17][CH2:16][N:15]([C:19]([O:21][C:22]([CH3:25])([CH3:24])[CH3:23])=[O:20])[CH2:14][CH2:13]1. The catalyst class is: 1. (3) The catalyst class is: 5. Product: [Cl:26][C:22]1[CH:23]=[CH:24][C:25]2[N:16]([CH2:15][CH2:14][CH2:13][NH:12][CH2:6][C:2]3[NH:1][CH:5]=[CH:4][N:3]=3)[C:17](=[O:31])[C:18]3=[C:29]([CH3:30])[NH:28][N:27]=[C:19]3[C:20]=2[CH:21]=1. Reactant: [NH:1]1[CH:5]=[CH:4][N:3]=[C:2]1[CH:6]=O.[BH3-]C#N.[Na+].[NH2:12][CH2:13][CH2:14][CH2:15][N:16]1[C:25]2[CH:24]=[CH:23][C:22]([Cl:26])=[CH:21][C:20]=2[C:19]2=[N:27][NH:28][C:29]([CH3:30])=[C:18]2[C:17]1=[O:31].